This data is from Full USPTO retrosynthesis dataset with 1.9M reactions from patents (1976-2016). The task is: Predict the reactants needed to synthesize the given product. (1) The reactants are: [CH:1](=O)[C:2]1C=CC=CC=1.[CH3:9][C:10]1[CH:17]=[CH:16][C:13]([CH:14]=[O:15])=[CH:12][CH:11]=1. Given the product [CH3:9][C:10]1[CH:17]=[CH:16][C:13]([CH:14]([OH:15])[CH2:1][CH3:2])=[CH:12][CH:11]=1, predict the reactants needed to synthesize it. (2) The reactants are: [CH3:1][O:2][C:3]1[CH:19]=[CH:18][CH:17]=[CH:16][C:4]=1[CH2:5][C:6]1[O:10][N:9]=[C:8]([C:11]([O:13]CC)=O)[N:7]=1.Cl.[Cl:21][C:22]1[CH:23]=[C:24]2[C:28](=[CH:29][CH:30]=1)[NH:27][CH:26]=[C:25]2[CH2:31][CH2:32][NH2:33].CN(C(ON1N=NC2C=CC=NC1=2)=[N+](C)C)C.F[P-](F)(F)(F)(F)F.C(N(CC)C(C)C)(C)C. Given the product [Cl:21][C:22]1[CH:23]=[C:24]2[C:28](=[CH:29][CH:30]=1)[NH:27][CH:26]=[C:25]2[CH2:31][CH2:32][NH:33][C:11]([C:8]1[N:7]=[C:6]([CH2:5][C:4]2[CH:16]=[CH:17][CH:18]=[CH:19][C:3]=2[O:2][CH3:1])[O:10][N:9]=1)=[O:13], predict the reactants needed to synthesize it. (3) Given the product [F:53][C:50]1[C:51]2[CH:52]=[C:39]3[C:38]4[N:37]=[C:36]([C:11]5[C:12]([N:14]([CH3:19])[S:15]([CH3:18])(=[O:17])=[O:16])=[CH:13][C:8]6[O:7][C:6]([C:29]7[S:33][C:32]([CH3:34])=[N:31][CH:30]=7)=[C:5]([C:3]([NH:2][CH3:1])=[O:4])[C:9]=6[CH:10]=5)[CH:45]=[CH:44][C:43]=4[CH2:42][CH2:41][N:40]3[C:46]=2[CH:47]=[CH:48][CH:49]=1, predict the reactants needed to synthesize it. The reactants are: [CH3:1][NH:2][C:3]([C:5]1[C:9]2[CH:10]=[C:11](B3OC(C)(C)C(C)(C)O3)[C:12]([N:14]([CH3:19])[S:15]([CH3:18])(=[O:17])=[O:16])=[CH:13][C:8]=2[O:7][C:6]=1[C:29]1[S:33][C:32]([CH3:34])=[N:31][CH:30]=1)=[O:4].Cl[C:36]1[CH:45]=[CH:44][C:43]2[CH2:42][CH2:41][N:40]3[C:46]4[CH:47]=[CH:48][CH:49]=[C:50]([F:53])[C:51]=4[CH:52]=[C:39]3[C:38]=2[N:37]=1.C([O-])([O-])=O.[Na+].[Na+].C([O-])([O-])=O.[K+].[K+].CC(C1C=C(C(C)C)C(C2C=CC=CC=2P(C2CCCCC2)C2CCCCC2)=C(C(C)C)C=1)C. (4) Given the product [CH3:18][N:12]1[C:11]2[CH:13]=[CH:14][CH:15]=[CH:16][C:10]=2[N:9]=[C:8]1[C:5]1[CH:4]=[CH:3][C:2]([I:1])=[CH:7][CH:6]=1, predict the reactants needed to synthesize it. The reactants are: [I:1][C:2]1[CH:7]=[CH:6][C:5]([C:8]2[NH:9][C:10]3[CH:16]=[CH:15][CH:14]=[CH:13][C:11]=3[N:12]=2)=[CH:4][CH:3]=1.I[CH3:18].[H-].[Na+]. (5) Given the product [Br:1][C:2]1[C:7]([C:12]#[N:14])=[N:6][C:5]([CH2:9][O:10][CH3:11])=[CH:4][CH:3]=1, predict the reactants needed to synthesize it. The reactants are: [Br:1][C:2]1[CH:3]=[CH:4][C:5]([CH2:9][O:10][CH3:11])=[N+:6]([O-])[CH:7]=1.[CH2:12]([N:14](CC)CC)C.C[Si](C#N)(C)C.O. (6) Given the product [CH3:12][O:7][C:6](=[O:8])[C:5]1[CH:9]=[CH:10][C:2]([F:1])=[C:3]([SH:11])[CH:4]=1, predict the reactants needed to synthesize it. The reactants are: [F:1][C:2]1[CH:10]=[CH:9][C:5]([C:6]([OH:8])=[O:7])=[CH:4][C:3]=1[SH:11].[CH3:12]O. (7) Given the product [CH2:16]([O:15][CH2:14][CH2:13][CH2:12][CH2:11][CH2:10][CH2:9][N:1]1[CH2:6][CH2:5][C:4](=[O:7])[CH2:3][CH2:2]1)[CH2:17][CH2:18][CH3:19], predict the reactants needed to synthesize it. The reactants are: [NH:1]1[CH2:6][CH2:5][C:4](=[O:7])[CH2:3][CH2:2]1.Cl[CH2:9][CH2:10][CH2:11][CH2:12][CH2:13][CH2:14][O:15][CH2:16][CH2:17][CH2:18][CH3:19]. (8) Given the product [CH:15]([NH2:18])([CH3:17])[CH3:16].[C:11]1([CH2:10][CH2:9][CH2:8][CH2:7][CH2:6][CH2:5][C:4]([OH:14])=[O:3])[CH2:12][CH:13]=1, predict the reactants needed to synthesize it. The reactants are: C([O:3][C:4](=[O:14])[CH2:5][CH2:6][CH2:7][CH2:8][CH2:9][CH2:10][C:11]1[CH2:13][CH:12]=1)C.[CH:15]([NH2:18])([CH3:17])[CH3:16].